From a dataset of Peptide-MHC class I binding affinity with 185,985 pairs from IEDB/IMGT. Regression. Given a peptide amino acid sequence and an MHC pseudo amino acid sequence, predict their binding affinity value. This is MHC class I binding data. (1) The peptide sequence is DIICEDAMYY. The MHC is HLA-A11:01 with pseudo-sequence HLA-A11:01. The binding affinity (normalized) is 0.201. (2) The peptide sequence is VWEVEDYGF. The MHC is HLA-A23:01 with pseudo-sequence HLA-A23:01. The binding affinity (normalized) is 0.474. (3) The peptide sequence is DLIVTFRERY. The MHC is HLA-A31:01 with pseudo-sequence HLA-A31:01. The binding affinity (normalized) is 0.545. (4) The peptide sequence is IRYLGVLLY. The MHC is HLA-B58:01 with pseudo-sequence HLA-B58:01. The binding affinity (normalized) is 0.0847. (5) The peptide sequence is EIKDRILSY. The MHC is HLA-A02:01 with pseudo-sequence HLA-A02:01. The binding affinity (normalized) is 0. (6) The peptide sequence is KSINKVYGK. The MHC is HLA-B44:03 with pseudo-sequence HLA-B44:03. The binding affinity (normalized) is 0. (7) The peptide sequence is VIRHVDGKIL. The MHC is HLA-A02:06 with pseudo-sequence HLA-A02:06. The binding affinity (normalized) is 0.